From a dataset of Reaction yield outcomes from USPTO patents with 853,638 reactions. Predict the reaction yield, written as a fraction of the theoretical maximum amount of product (1.0 means a 100% yield; for example, 0.34 means a 34% yield). (1) The yield is 0.920. The catalyst is CO. The product is [CH3:1][O:2][C:3]1[C:4]([C:13]([OH:15])=[O:14])=[CH:5][C:6]2[C:11]([CH:12]=1)=[CH:10][CH:9]=[CH:8][CH:7]=2. The reactants are [CH3:1][O:2][C:3]1[C:4]([C:13]([O:15]C)=[O:14])=[CH:5][C:6]2[C:11]([CH:12]=1)=[CH:10][CH:9]=[CH:8][CH:7]=2.O.[OH-].[Na+].C(O)(=O)CC(CC(O)=O)(C(O)=O)O. (2) The catalyst is [Cl-].C([N+](CCCC)(CCCC)CCCC)CCC.C1(C)C=CC=CC=1.O.C([O-])(=O)C.[Pd+2].C([O-])(=O)C. The product is [Cl:12][C:13]1[N:14]=[CH:15][C:16]2[C:21]([CH3:23])([CH3:22])[CH2:20][NH:19][C:17]=2[CH:18]=1. The reactants are C([O-])=O.[Na+].C(N(CC)CC)C.[Cl:12][C:13]1[CH:18]=[C:17]([NH:19][CH2:20][C:21]([CH3:23])=[CH2:22])[C:16](I)=[CH:15][N:14]=1. The yield is 0.890. (3) The reactants are O1CCCC1.[H-].[Na+].[Cl:8][C:9]1[N:10]=[N:11][C:12](Cl)=[CH:13][CH:14]=1.[F:16][CH2:17][CH2:18][OH:19]. The catalyst is O. The product is [F:16][CH2:17][CH2:18][O:19][C:12]1[N:11]=[N:10][C:9]([Cl:8])=[CH:14][CH:13]=1. The yield is 0.830. (4) The catalyst is C(Cl)Cl. The reactants are C(OC([N:8]1[CH2:12][CH2:11][CH2:10][CH:9]1/[CH:13]=[CH:14]/[C:15]1[CH:25]=[CH:24][C:18]([C:19]([O:21][CH2:22][CH3:23])=[O:20])=[CH:17][CH:16]=1)=O)(C)(C)C.C(O)(C(F)(F)F)=O. The yield is 0.870. The product is [NH:8]1[CH2:12][CH2:11][CH2:10][CH:9]1/[CH:13]=[CH:14]/[C:15]1[CH:25]=[CH:24][C:18]([C:19]([O:21][CH2:22][CH3:23])=[O:20])=[CH:17][CH:16]=1. (5) The reactants are [F:1][C:2]1[CH:7]=[CH:6][C:5]([C:8]2[C:16]3[C:11](=[CH:12][CH:13]=[C:14]([NH2:17])[CH:15]=3)[N:10](COCCOC)[N:9]=2)=[CH:4][CH:3]=1.[C:24](Cl)(=[O:31])[C:25]1[CH:30]=[CH:29][CH:28]=[CH:27][CH:26]=1.O. The catalyst is N1C=CC=CC=1. The product is [F:1][C:2]1[CH:3]=[CH:4][C:5]([C:8]2[C:16]3[C:11](=[CH:12][CH:13]=[C:14]([NH:17][C:24](=[O:31])[C:25]4[CH:30]=[CH:29][CH:28]=[CH:27][CH:26]=4)[CH:15]=3)[NH:10][N:9]=2)=[CH:6][CH:7]=1. The yield is 0.190. (6) The reactants are COC1C=CC(C[N:8]2[C@H:12]3[CH2:13][S:14][C@@H:15]([CH2:16][CH2:17][CH2:18][CH2:19][CH2:20][O:21][CH2:22][CH2:23][CH2:24][CH2:25][CH2:26][C:27]([O:29][CH3:30])=[O:28])[C@H:11]3[N:10](CC3C=CC(OC)=CC=3)[C:9]2=[O:40])=CC=1.C1(C)C=CC=CC=1. The catalyst is FC(F)(F)C(O)=O. The product is [O:40]=[C:9]1[NH:8][C@H:12]2[CH2:13][S:14][C@@H:15]([CH2:16][CH2:17][CH2:18][CH2:19][CH2:20][O:21][CH2:22][CH2:23][CH2:24][CH2:25][CH2:26][C:27]([O:29][CH3:30])=[O:28])[C@H:11]2[NH:10]1. The yield is 0.820. (7) The reactants are C1(P(C2C=CC=CC=2)C2C=CC=CC=2)C=CC=CC=1.[CH3:20][N:21]1[CH2:25][CH2:24][CH:23]([OH:26])[CH2:22]1.[Cl:27][N:28]([C:36]1[C:45]2[C:40](=[CH:41][C:42]([OH:48])=[C:43](OC)[CH:44]=2)[N:39]=[CH:38][N:37]=1)[C:29]1[CH:34]=[CH:33][CH:32]=[CH:31][C:30]=1[F:35].N(C([O:58][CH2:59]C)=O)=NC(OCC)=O.C(Cl)[Cl:62]. No catalyst specified. The product is [OH2:26].[ClH:27].[Cl:62][C:32]1[CH:33]=[CH:34][C:29]([NH:28][C:36]2([O:58][CH3:59])[C:45]3[C:40](=[CH:41][C:42]([O:48][CH:23]4[CH2:24][CH2:25][N:21]([CH3:20])[CH2:22]4)=[CH:43][CH:44]=3)[N:39]=[CH:38][NH:37]2)=[C:30]([F:35])[CH:31]=1. The yield is 0.400.